From a dataset of Forward reaction prediction with 1.9M reactions from USPTO patents (1976-2016). Predict the product of the given reaction. (1) Given the reactants [NH2:1][CH2:2][CH2:3][N:4]([CH2:15][C:16]1[CH:21]=[C:20]([F:22])[C:19]([Br:23])=[CH:18][C:17]=1[F:24])[C:5](=[O:14])[O:6][CH2:7][C:8]1[CH:13]=[CH:12][CH:11]=[CH:10][CH:9]=1.C(O)(C(F)(F)F)=O.O=[C:33]1[CH2:38][CH2:37][N:36]([C:39]([O:41][C:42]([CH3:45])([CH3:44])[CH3:43])=[O:40])[CH2:35][CH2:34]1.C(O)(=O)C.[BH-](OC(C)=O)(OC(C)=O)OC(C)=O.[Na+], predict the reaction product. The product is: [CH2:7]([O:6][C:5]([N:4]([CH2:15][C:16]1[CH:21]=[C:20]([F:22])[C:19]([Br:23])=[CH:18][C:17]=1[F:24])[CH2:3][CH2:2][NH:1][CH:33]1[CH2:38][CH2:37][N:36]([C:39]([O:41][C:42]([CH3:45])([CH3:44])[CH3:43])=[O:40])[CH2:35][CH2:34]1)=[O:14])[C:8]1[CH:13]=[CH:12][CH:11]=[CH:10][CH:9]=1. (2) Given the reactants [Br:1][C:2]1[CH:7]=[CH:6][C:5]([S:8](Cl)(=[O:10])=[O:9])=[CH:4][C:3]=1[F:12].[CH:13]1([CH2:16][NH2:17])[CH2:15][CH2:14]1, predict the reaction product. The product is: [Br:1][C:2]1[CH:7]=[CH:6][C:5]([S:8]([NH:17][CH2:16][CH:13]2[CH2:15][CH2:14]2)(=[O:10])=[O:9])=[CH:4][C:3]=1[F:12]. (3) The product is: [CH3:15][C:16]1[CH:17]=[CH:18][C:19]([C:2]2[CH:7]=[CH:6][C:5]([C:8]([F:11])([F:10])[F:9])=[CH:4][C:3]=2[N+:12]([O-:14])=[O:13])=[N:20][CH:21]=1. Given the reactants Br[C:2]1[CH:7]=[CH:6][C:5]([C:8]([F:11])([F:10])[F:9])=[CH:4][C:3]=1[N+:12]([O-:14])=[O:13].[CH3:15][C:16]1[CH:17]=[CH:18][C:19](C2C=CC([N+]([O-])=O)=CC=2C(F)(F)F)=[N:20][CH:21]=1, predict the reaction product. (4) The product is: [NH2:20][C:23]1[CH:28]=[CH:27][C:26]([N:29]2[C:3](=[O:19])[C:4]3[C:5](=[CH:6][C:7]([NH:10][C:11](=[O:12])[O:13][C:14]([CH3:15])([CH3:16])[CH3:17])=[CH:8][CH:9]=3)[NH:18][C:30]2=[O:31])=[CH:25][CH:24]=1. Given the reactants CO[C:3](=[O:19])[C:4]1[CH:9]=[CH:8][C:7]([NH:10][C:11]([O:13][C:14]([CH3:17])([CH3:16])[CH3:15])=[O:12])=[CH:6][C:5]=1[NH2:18].[N+:20]([C:23]1[CH:28]=[CH:27][C:26]([N:29]=[C:30]=[O:31])=[CH:25][CH:24]=1)([O-])=O.C(NC(C)C)(C)C, predict the reaction product. (5) Given the reactants [BH4-].[Na+].[Cl:3][C:4]1[C:5]([Cl:19])=[CH:6][C:7]2[S:12](=[O:14])(=[O:13])[N:11]=[CH:10][N:9]([CH:15]3[CH2:17][CH2:16]3)[C:8]=2[CH:18]=1, predict the reaction product. The product is: [Cl:3][C:4]1[C:5]([Cl:19])=[CH:6][C:7]2[S:12](=[O:14])(=[O:13])[NH:11][CH2:10][N:9]([CH:15]3[CH2:16][CH2:17]3)[C:8]=2[CH:18]=1. (6) Given the reactants B([C:4]1[CH:12]=[CH:11][C:7]([C:8]([OH:10])=[O:9])=[CH:6][CH:5]=1)(O)O.Br[C:14]1[CH:19]=[CH:18][CH:17]=[CH:16][N:15]=1.C([O-])([O-])=O.[K+].[K+], predict the reaction product. The product is: [N:15]1[CH:16]=[CH:17][CH:18]=[CH:19][C:14]=1[C:4]1[CH:12]=[CH:11][C:7]([C:8]([OH:10])=[O:9])=[CH:6][CH:5]=1. (7) Given the reactants [H-].[Na+].[CH3:3][CH:4]([CH:6]1[CH2:10][N:9]([C:11]2[CH:12]=[N:13][C:14]([C:17]([F:20])([F:19])[F:18])=[CH:15][CH:16]=2)[C:8](=[O:21])[NH:7]1)[CH3:5].Cl[CH2:23][C:24]([NH:26][C:27]1[CH:32]=[CH:31][CH:30]=[C:29]([C:33]([F:36])([F:35])[F:34])[CH:28]=1)=[O:25].C(=O)([O-])O.[Na+], predict the reaction product. The product is: [O:21]=[C:8]1[N:9]([C:11]2[CH:12]=[N:13][C:14]([C:17]([F:19])([F:18])[F:20])=[CH:15][CH:16]=2)[CH2:10][CH:6]([CH:4]([CH3:3])[CH3:5])[N:7]1[CH2:23][C:24]([NH:26][C:27]1[CH:32]=[CH:31][CH:30]=[C:29]([C:33]([F:34])([F:35])[F:36])[CH:28]=1)=[O:25]. (8) Given the reactants [C:1]([CH2:3][C:4]1[S:5][CH:6]=[CH:7][C:8]=1[C:9]#[N:10])#[N:2].[BrH:11].[OH-].[Na+], predict the reaction product. The product is: [NH2:2][C:1]1[N:10]=[C:9]([Br:11])[C:8]2[CH:7]=[CH:6][S:5][C:4]=2[CH:3]=1.